Predict the reaction yield, written as a fraction of the theoretical maximum amount of product (1.0 means a 100% yield; for example, 0.34 means a 34% yield). From a dataset of Reaction yield outcomes from USPTO patents with 853,638 reactions. (1) The reactants are [CH3:1][N:2]([CH3:7])[S:3](Cl)(=[O:5])=[O:4].[NH2:8][CH:9]1[CH2:12][N:11]([CH2:13][C:14]2[C:35]([C:36]([F:39])([F:38])[F:37])=[CH:34][C:17]([C:18]([NH:20][CH2:21][C:22]3[CH:27]=[C:26]([Cl:28])[CH:25]=[CH:24][C:23]=3[S:29]([CH2:32][CH3:33])(=[O:31])=[O:30])=[O:19])=[CH:16][C:15]=2[Cl:40])[CH2:10]1.O. The catalyst is CN(C=O)C. The product is [Cl:40][C:15]1[CH:16]=[C:17]([CH:34]=[C:35]([C:36]([F:38])([F:37])[F:39])[C:14]=1[CH2:13][N:11]1[CH2:12][CH:9]([NH:8][S:3](=[O:5])(=[O:4])[N:2]([CH3:7])[CH3:1])[CH2:10]1)[C:18]([NH:20][CH2:21][C:22]1[CH:27]=[C:26]([Cl:28])[CH:25]=[CH:24][C:23]=1[S:29]([CH2:32][CH3:33])(=[O:31])=[O:30])=[O:19]. The yield is 0.590. (2) The reactants are [NH2:1][CH:2]([C:28]1[CH:33]=[CH:32][CH:31]=[CH:30][CH:29]=1)[C:3]([NH:5][CH:6]1[CH2:11][CH2:10][CH2:9][CH:8]([N:12]2[C:21]3[CH:20]=[CH:19][CH:18]=[C:17]([Cl:22])[C:16]=3[C:15]3=[N:23][O:24][C:25]([CH3:26])=[C:14]3[C:13]2=[O:27])[CH2:7]1)=[O:4].Cl.[CH3:35][N:36]1[CH2:41][CH2:40][CH:39]([C:42](O)=[O:43])[CH2:38][CH2:37]1.Cl.CN(C)CCCN=C=NCC.CC1C=C(C)C=C(C)N=1.ON1C2N=CC=CC=2N=N1. The catalyst is CN(C)C=O.C(OCC)(=O)C.O.C([O-])(O)=O.[Na+]. The product is [Cl:22][C:17]1[C:16]2[C:15]3[C:14](=[C:25]([CH3:26])[O:24][N:23]=3)[C:13](=[O:27])[N:12]([CH:8]3[CH2:9][CH2:10][CH2:11][CH:6]([NH:5][C:3]([CH:2]([NH:1][C:42]([CH:39]4[CH2:40][CH2:41][N:36]([CH3:35])[CH2:37][CH2:38]4)=[O:43])[C:28]4[CH:29]=[CH:30][CH:31]=[CH:32][CH:33]=4)=[O:4])[CH2:7]3)[C:21]=2[CH:20]=[CH:19][CH:18]=1. The yield is 0.740. (3) The yield is 0.890. The reactants are [CH3:1][O:2][C:3](=[O:15])[CH2:4][C@H:5]1[C:9]2[CH:10]=[CH:11][C:12]([OH:14])=[CH:13][C:8]=2[O:7][CH2:6]1.[Cl:16][C:17]1[C:18]([CH3:41])=[C:19]([C:33]2[CH:38]=[CH:37][CH:36]=[C:35]([CH2:39]O)[CH:34]=2)[C:20]([CH3:32])=[C:21]([Cl:31])[C:22]=1[O:23][CH2:24][CH2:25][CH2:26][S:27]([CH3:30])(=[O:29])=[O:28].C(P(CCCC)CCCC)CCC.N(C(N1CCCCC1)=O)=NC(N1CCCCC1)=O. The product is [CH3:1][O:2][C:3](=[O:15])[CH2:4][C@H:5]1[C:9]2[CH:10]=[CH:11][C:12]([O:14][CH2:39][C:35]3[CH:34]=[C:33]([C:19]4[C:20]([CH3:32])=[C:21]([Cl:31])[C:22]([O:23][CH2:24][CH2:25][CH2:26][S:27]([CH3:30])(=[O:29])=[O:28])=[C:17]([Cl:16])[C:18]=4[CH3:41])[CH:38]=[CH:37][CH:36]=3)=[CH:13][C:8]=2[O:7][CH2:6]1. The catalyst is C1(C)C=CC=CC=1.CCCCCC. (4) The yield is 0.180. The reactants are [CH3:1][C:2]1[N:6]([C:7]2[CH:12]=[CH:11][C:10]([C:13]([F:16])([F:15])[F:14])=[CH:9][CH:8]=2)[N:5]=[C:4]([CH2:17]O)[CH:3]=1.S(Cl)(Cl)=O.C(#[N:25])C. The product is [CH3:1][C:2]1[N:6]([C:7]2[CH:12]=[CH:11][C:10]([C:13]([F:16])([F:15])[F:14])=[CH:9][CH:8]=2)[N:5]=[C:4]([CH2:17][NH2:25])[CH:3]=1. No catalyst specified. (5) The reactants are [C:1]1([S:7]([N:10]2[C:14]3=[N:15][CH:16]=[C:17]([F:19])[CH:18]=[C:13]3[CH:12]=[C:11]2[C:20]([C:28]2[CH:33]=[CH:32][C:31]([S:34]([CH3:36])=[O:35])=[CH:30][CH:29]=2)([OH:27])[CH2:21][CH:22]2[CH2:26][CH2:25][CH2:24][CH2:23]2)(=[O:9])=[O:8])[CH:6]=[CH:5][CH:4]=[CH:3][CH:2]=1.[Mn]([O-])(=O)(=O)=[O:38].[K+]. The catalyst is CO.O.C(OCC)(=O)C. The product is [C:1]1([S:7]([N:10]2[C:14]3=[N:15][CH:16]=[C:17]([F:19])[CH:18]=[C:13]3[CH:12]=[C:11]2[C:20]([C:28]2[CH:29]=[CH:30][C:31]([S:34]([CH3:36])(=[O:38])=[O:35])=[CH:32][CH:33]=2)([OH:27])[CH2:21][CH:22]2[CH2:23][CH2:24][CH2:25][CH2:26]2)(=[O:9])=[O:8])[CH:6]=[CH:5][CH:4]=[CH:3][CH:2]=1. The yield is 0.940.